Dataset: Reaction yield outcomes from USPTO patents with 853,638 reactions. Task: Predict the reaction yield, written as a fraction of the theoretical maximum amount of product (1.0 means a 100% yield; for example, 0.34 means a 34% yield). (1) The reactants are [Cl:1][C:2]1[CH:7]=[C:6]([O:8]C)[C:5]([F:10])=[CH:4][C:3]=1[C:11]1[S:12][C:13]([C:16]2[N:17]=[C:18]3[C:23]([Cl:24])=[CH:22][C:21]([C:25]([F:28])([F:27])[F:26])=[CH:20][N:19]3[CH:29]=2)=[N:14][N:15]=1.[Al+3].[Cl-].[Cl-].[Cl-].CCS. The catalyst is C(Cl)Cl. The product is [Cl:1][C:2]1[C:3]([C:11]2[S:12][C:13]([C:16]3[N:17]=[C:18]4[C:23]([Cl:24])=[CH:22][C:21]([C:25]([F:26])([F:28])[F:27])=[CH:20][N:19]4[CH:29]=3)=[N:14][N:15]=2)=[CH:4][C:5]([F:10])=[C:6]([OH:8])[CH:7]=1. The yield is 0.702. (2) The reactants are Cl[C:2]1[C:11]2[C:6](=[C:7]([N+:13]([O-:15])=[O:14])[C:8]([CH3:12])=[CH:9][CH:10]=2)[CH:5]=[CH:4][N:3]=1.[F:16][C:17]([F:26])([F:25])[C:18]1[CH:19]=[C:20]([NH2:24])[CH:21]=[CH:22][CH:23]=1. The catalyst is C(O)(C)C. The product is [CH3:12][C:8]1[C:7]([N+:13]([O-:15])=[O:14])=[C:6]2[C:11](=[CH:10][CH:9]=1)[C:2]([NH:24][C:20]1[CH:21]=[CH:22][CH:23]=[C:18]([C:17]([F:16])([F:25])[F:26])[CH:19]=1)=[N:3][CH:4]=[CH:5]2. The yield is 0.790. (3) The reactants are Br[C:2]1[CH:10]=[CH:9][C:5]([C:6]([OH:8])=[O:7])=[CH:4][C:3]=1[F:11].C([Li])CCC.[C:17]1(=[O:22])[CH2:21][CH2:20][CH2:19][CH2:18]1. The catalyst is O1CCCC1.[NH4+].[Cl-].Cl. The product is [F:11][C:3]1[CH:4]=[C:5]([CH:9]=[CH:10][C:2]=1[C:17]1([OH:22])[CH2:21][CH2:20][CH2:19][CH2:18]1)[C:6]([OH:8])=[O:7]. The yield is 0.130.